Dataset: Reaction yield outcomes from USPTO patents with 853,638 reactions. Task: Predict the reaction yield, written as a fraction of the theoretical maximum amount of product (1.0 means a 100% yield; for example, 0.34 means a 34% yield). (1) The reactants are [F:1][C:2]1[CH:7]=[CH:6][C:5]([CH2:8][C:9]([NH:11][NH:12][C:13]([C:15]2[N:16]=[C:17]3[CH:33]=[CH:32][C:31]([CH2:34][N:35]4[CH2:40][CH2:39][O:38][CH2:37][CH2:36]4)=[CH:30][N:18]3[C:19](=[O:29])[C:20]=2[O:21][CH2:22][C:23]2[CH:28]=[CH:27][CH:26]=[CH:25][CH:24]=2)=[O:14])=O)=[CH:4][CH:3]=1.C(Cl)(Cl)(Cl)Cl.C(N(CC)CC)C.C1(P(C2C=CC=CC=2)C2C=CC=CC=2)C=CC=CC=1. The catalyst is C(#N)C.O. The product is [CH2:22]([O:21][C:20]1[C:19](=[O:29])[N:18]2[CH:30]=[C:31]([CH2:34][N:35]3[CH2:40][CH2:39][O:38][CH2:37][CH2:36]3)[CH:32]=[CH:33][C:17]2=[N:16][C:15]=1[C:13]1[O:14][C:9]([CH2:8][C:5]2[CH:4]=[CH:3][C:2]([F:1])=[CH:7][CH:6]=2)=[N:11][N:12]=1)[C:23]1[CH:28]=[CH:27][CH:26]=[CH:25][CH:24]=1. The yield is 0.807. (2) The reactants are [CH3:1][C:2]1O[C:4](=[O:12])[C:5]2[CH:11]=[CH:10][CH:9]=[CH:8][C:6]=2[N:7]=1.[CH2:13]([NH2:21])[CH2:14][C:15]1[CH:20]=[CH:19][CH:18]=[CH:17][CH:16]=1. No catalyst specified. The product is [CH3:1][C:2]1[N:21]([CH2:13][CH2:14][C:15]2[CH:20]=[CH:19][CH:18]=[CH:17][CH:16]=2)[C:4](=[O:12])[C:5]2[C:6](=[CH:8][CH:9]=[CH:10][CH:11]=2)[N:7]=1. The yield is 0.500. (3) The yield is 0.965. The reactants are [C:1]1([NH2:8])[CH:6]=[CH:5][CH:4]=[CH:3][C:2]=1[NH2:7].[C:9]([C:17]1[C:18](=[O:28])[N:19]([CH3:27])[C:20](=[O:26])[N:21]([CH3:25])[C:22]=1[CH2:23]Br)(=O)[C:10]1[CH:15]=[CH:14][CH:13]=[CH:12][CH:11]=1. The catalyst is CCO. The product is [NH2:7][C:2]1[CH:3]=[CH:4][CH:5]=[CH:6][C:1]=1[N:8]1[C:9]([C:10]2[CH:15]=[CH:14][CH:13]=[CH:12][CH:11]=2)=[C:17]2[C:22]([N:21]([CH3:25])[C:20](=[O:26])[N:19]([CH3:27])[C:18]2=[O:28])=[CH:23]1. (4) The reactants are [Br:1][C:2]1[CH:7]=[CH:6][C:5]([CH:8]([C:13]2[CH:18]=[CH:17][CH:16]=[CH:15][C:14]=2[CH3:19])[CH2:9][C:10](O)=[O:11])=[CH:4][CH:3]=1.C(N1C=CN=C1)(N1C=CN=C1)=O.Cl.[CH3:33][NH:34][O:35][CH3:36]. The catalyst is ClCCl. The product is [Br:1][C:2]1[CH:7]=[CH:6][C:5]([CH:8]([C:13]2[CH:18]=[CH:17][CH:16]=[CH:15][C:14]=2[CH3:19])[CH2:9][C:10]([N:34]([O:35][CH3:36])[CH3:33])=[O:11])=[CH:4][CH:3]=1. The yield is 0.880.